Predict the reaction yield, written as a fraction of the theoretical maximum amount of product (1.0 means a 100% yield; for example, 0.34 means a 34% yield). From a dataset of Reaction yield outcomes from USPTO patents with 853,638 reactions. (1) The reactants are [CH2:1]([C@@H:5]1[NH:10][CH2:9][C@H:8]([CH2:11][CH:12]([CH3:14])[CH3:13])[NH:7][C:6]1=[O:15])[CH:2]([CH3:4])[CH3:3].[F:16][C:17]1[CH:27]=[CH:26][C:20]([CH:21]=[CH:22][C:23](O)=[O:24])=[CH:19][CH:18]=1.C([C@@H]1N(C(=O)/C=C/C2C=CC=CC=2)C[C@H](CC(C)C)NC1=O)C(C)C. No catalyst specified. The product is [F:16][C:17]1[CH:18]=[CH:19][C:20]([CH:21]=[CH:22][C:23]([N:10]2[CH2:9][C@H:8]([CH2:11][CH:12]([CH3:14])[CH3:13])[NH:7][C:6](=[O:15])[C@@H:5]2[CH2:1][CH:2]([CH3:4])[CH3:3])=[O:24])=[CH:26][CH:27]=1. The yield is 0.940. (2) The reactants are [NH2:1][C:2]1[CH:7]=[CH:6][C:5]([Br:8])=[CH:4][N:3]=1.N1C=CC=CC=1.[C:15]1([CH3:25])[CH:20]=[CH:19][C:18]([S:21](Cl)(=[O:23])=[O:22])=[CH:17][CH:16]=1. The catalyst is O. The product is [Br:8][C:5]1[CH:6]=[CH:7][C:2]([NH:1][S:21]([C:18]2[CH:19]=[CH:20][C:15]([CH3:25])=[CH:16][CH:17]=2)(=[O:23])=[O:22])=[N:3][CH:4]=1. The yield is 0.980. (3) The reactants are [C:1](Cl)(=[O:4])[CH:2]=[CH2:3].[CH3:6][N:7]([CH3:37])[CH2:8][CH2:9][N:10]([CH3:36])[C:11]1[C:12]([NH2:35])=[CH:13][C:14]([NH:19][C:20]2[N:25]=[C:24]([C:26]3[CH:27]=[N:28][N:29]4[CH2:34][CH2:33][CH2:32][CH2:31][C:30]=34)[CH:23]=[CH:22][N:21]=2)=[C:15]([O:17][CH3:18])[CH:16]=1. The catalyst is C(Cl)Cl. The product is [CH3:37][N:7]([CH3:6])[CH2:8][CH2:9][N:10]([CH3:36])[C:11]1[CH:16]=[C:15]([O:17][CH3:18])[C:14]([NH:19][C:20]2[N:25]=[C:24]([C:26]3[CH:27]=[N:28][N:29]4[CH2:34][CH2:33][CH2:32][CH2:31][C:30]=34)[CH:23]=[CH:22][N:21]=2)=[CH:13][C:12]=1[NH:35][C:1](=[O:4])[CH:2]=[CH2:3]. The yield is 0.500. (4) The reactants are C[O:2][C:3]([NH:5][C:6]([CH3:17])([CH2:9][CH2:10][C:11]1[S:12][C:13]([Br:16])=[CH:14][CH:15]=1)[CH2:7][OH:8])=O.CC(C)([O-])C.[K+]. The catalyst is CN(C)C=O. The product is [Br:16][C:13]1[S:12][C:11]([CH2:10][CH2:9][C:6]2([CH3:17])[CH2:7][O:8][C:3](=[O:2])[NH:5]2)=[CH:15][CH:14]=1. The yield is 0.950. (5) The yield is 0.530. The catalyst is O1CCOCC1. The reactants are [Br:1][C:2]1[C:10]([CH2:11][CH3:12])=[C:9]2[C:5]([C:6]3[CH2:16][CH2:15][O:14][C:13]([CH2:19][C:20]([O:22]CC)=[O:21])([CH2:17][CH3:18])[C:7]=3[NH:8]2)=[CH:4][CH:3]=1.O.[OH-].[Li+].O. The product is [Br:1][C:2]1[C:10]([CH2:11][CH3:12])=[C:9]2[C:5]([C:6]3[CH2:16][CH2:15][O:14][C:13]([CH2:19][C:20]([OH:22])=[O:21])([CH2:17][CH3:18])[C:7]=3[NH:8]2)=[CH:4][CH:3]=1. (6) The reactants are [F:1][C:2]1[CH:3]=[C:4]([CH:8]=[C:9]([N:11]2[CH2:16][CH2:15][O:14][CH2:13][CH2:12]2)[CH:10]=1)[C:5]([OH:7])=O.[Br:17][C:18]1[C:27]2[C:22](=[CH:23][CH:24]=[CH:25][CH:26]=2)[C:21]([NH2:28])=[CH:20][CH:19]=1.CCN(C(C)C)C(C)C.O. The catalyst is C(Cl)Cl. The product is [Br:17][C:18]1[C:27]2[C:22](=[CH:23][CH:24]=[CH:25][CH:26]=2)[C:21]([NH:28][C:5](=[O:7])[C:4]2[CH:8]=[C:9]([N:11]3[CH2:16][CH2:15][O:14][CH2:13][CH2:12]3)[CH:10]=[C:2]([F:1])[CH:3]=2)=[CH:20][CH:19]=1. The yield is 0.650. (7) The reactants are BrBr.Br[CH2:4][C:5]([O:7][CH2:8][CH3:9])=[O:6].[Br:10][C:11]1[CH:24]=[C:23]2[C:14]([O:15][C:16]3[C:17]([F:28])=[CH:18][C:19]([O:26][CH3:27])=[CH:20][C:21]=3[C:22]2=[O:25])=[CH:13][CH:12]=1.C1COCC1. The catalyst is C(OCC)C.[Zn]. The product is [Br:10][C:11]1[CH:24]=[C:23]2[C:14]([O:15][C:16]3[C:17]([F:28])=[CH:18][C:19]([O:26][CH3:27])=[CH:20][C:21]=3[C:22]2([CH2:4][C:5]([O:7][CH2:8][CH3:9])=[O:6])[OH:25])=[CH:13][CH:12]=1. The yield is 1.00.